Dataset: NCI-60 drug combinations with 297,098 pairs across 59 cell lines. Task: Regression. Given two drug SMILES strings and cell line genomic features, predict the synergy score measuring deviation from expected non-interaction effect. (1) Drug 1: CC=C1C(=O)NC(C(=O)OC2CC(=O)NC(C(=O)NC(CSSCCC=C2)C(=O)N1)C(C)C)C(C)C. Drug 2: C1=CC=C(C=C1)NC(=O)CCCCCCC(=O)NO. Cell line: UACC-257. Synergy scores: CSS=54.5, Synergy_ZIP=-4.08, Synergy_Bliss=-2.64, Synergy_Loewe=-15.8, Synergy_HSA=-0.235. (2) Drug 1: CC=C1C(=O)NC(C(=O)OC2CC(=O)NC(C(=O)NC(CSSCCC=C2)C(=O)N1)C(C)C)C(C)C. Drug 2: CC(C)(C#N)C1=CC(=CC(=C1)CN2C=NC=N2)C(C)(C)C#N. Cell line: NCI-H460. Synergy scores: CSS=46.4, Synergy_ZIP=1.40, Synergy_Bliss=2.05, Synergy_Loewe=-26.5, Synergy_HSA=1.82. (3) Drug 1: C1=CC(=CC=C1CCCC(=O)O)N(CCCl)CCCl. Drug 2: CN1C(=O)N2C=NC(=C2N=N1)C(=O)N. Cell line: SR. Synergy scores: CSS=56.6, Synergy_ZIP=0.927, Synergy_Bliss=-2.34, Synergy_Loewe=-5.17, Synergy_HSA=-0.829. (4) Drug 1: CC(CN1CC(=O)NC(=O)C1)N2CC(=O)NC(=O)C2. Drug 2: CCC1(C2=C(COC1=O)C(=O)N3CC4=CC5=C(C=CC(=C5CN(C)C)O)N=C4C3=C2)O.Cl. Cell line: MALME-3M. Synergy scores: CSS=20.2, Synergy_ZIP=-0.285, Synergy_Bliss=3.13, Synergy_Loewe=-5.35, Synergy_HSA=4.01. (5) Drug 1: C1=CC=C(C(=C1)C(C2=CC=C(C=C2)Cl)C(Cl)Cl)Cl. Drug 2: C1=NC2=C(N=C(N=C2N1C3C(C(C(O3)CO)O)F)Cl)N. Cell line: NCI/ADR-RES. Synergy scores: CSS=18.8, Synergy_ZIP=3.45, Synergy_Bliss=4.00, Synergy_Loewe=-46.3, Synergy_HSA=-3.23. (6) Drug 1: C1CN(CCN1C(=O)CCBr)C(=O)CCBr. Drug 2: CC1=C(C(=O)C2=C(C1=O)N3CC4C(C3(C2COC(=O)N)OC)N4)N. Cell line: SNB-19. Synergy scores: CSS=27.3, Synergy_ZIP=-13.7, Synergy_Bliss=-8.10, Synergy_Loewe=-17.9, Synergy_HSA=-5.74. (7) Drug 1: CC1=C(C(=CC=C1)Cl)NC(=O)C2=CN=C(S2)NC3=CC(=NC(=N3)C)N4CCN(CC4)CCO. Drug 2: C1CC(=O)NC(=O)C1N2C(=O)C3=CC=CC=C3C2=O. Cell line: KM12. Synergy scores: CSS=-4.68, Synergy_ZIP=0.488, Synergy_Bliss=-0.00224, Synergy_Loewe=-2.93, Synergy_HSA=-2.80.